Regression. Given two drug SMILES strings and cell line genomic features, predict the synergy score measuring deviation from expected non-interaction effect. From a dataset of NCI-60 drug combinations with 297,098 pairs across 59 cell lines. (1) Drug 1: CCC(=C(C1=CC=CC=C1)C2=CC=C(C=C2)OCCN(C)C)C3=CC=CC=C3.C(C(=O)O)C(CC(=O)O)(C(=O)O)O. Drug 2: CC1=C2C(C(=O)C3(C(CC4C(C3C(C(C2(C)C)(CC1OC(=O)C(C(C5=CC=CC=C5)NC(=O)OC(C)(C)C)O)O)OC(=O)C6=CC=CC=C6)(CO4)OC(=O)C)O)C)O. Cell line: MDA-MB-231. Synergy scores: CSS=16.7, Synergy_ZIP=10.6, Synergy_Bliss=14.5, Synergy_Loewe=12.0, Synergy_HSA=12.3. (2) Drug 1: COC1=CC(=CC(=C1O)OC)C2C3C(COC3=O)C(C4=CC5=C(C=C24)OCO5)OC6C(C(C7C(O6)COC(O7)C8=CC=CS8)O)O. Drug 2: COC1=NC(=NC2=C1N=CN2C3C(C(C(O3)CO)O)O)N. Cell line: EKVX. Synergy scores: CSS=31.2, Synergy_ZIP=8.31, Synergy_Bliss=9.48, Synergy_Loewe=-25.4, Synergy_HSA=3.34. (3) Drug 1: C1CNP(=O)(OC1)N(CCCl)CCCl. Drug 2: B(C(CC(C)C)NC(=O)C(CC1=CC=CC=C1)NC(=O)C2=NC=CN=C2)(O)O. Cell line: UO-31. Synergy scores: CSS=43.6, Synergy_ZIP=-0.329, Synergy_Bliss=-5.86, Synergy_Loewe=-72.3, Synergy_HSA=-10.4. (4) Drug 1: C1=NC(=NC(=O)N1C2C(C(C(O2)CO)O)O)N. Drug 2: CNC(=O)C1=NC=CC(=C1)OC2=CC=C(C=C2)NC(=O)NC3=CC(=C(C=C3)Cl)C(F)(F)F. Cell line: NCI-H322M. Synergy scores: CSS=7.37, Synergy_ZIP=-4.46, Synergy_Bliss=1.13, Synergy_Loewe=-16.5, Synergy_HSA=-1.16. (5) Drug 1: CN1C(=O)N2C=NC(=C2N=N1)C(=O)N. Cell line: LOX IMVI. Synergy scores: CSS=3.00, Synergy_ZIP=2.94, Synergy_Bliss=0.706, Synergy_Loewe=-7.19, Synergy_HSA=-3.27. Drug 2: CC12CCC3C(C1CCC2OP(=O)(O)O)CCC4=C3C=CC(=C4)OC(=O)N(CCCl)CCCl.[Na+].